Dataset: Full USPTO retrosynthesis dataset with 1.9M reactions from patents (1976-2016). Task: Predict the reactants needed to synthesize the given product. (1) Given the product [Br:6][C:7]1[C:16]2[C:11](=[CH:12][CH:13]=[C:14]([O:17][CH3:18])[N:15]=2)[N:10]=[CH:9][C:8]=1[F:1], predict the reactants needed to synthesize it. The reactants are: [F:1][B-](F)(F)F.[Br:6][C:7]1[C:16]2[C:11](=[CH:12][CH:13]=[C:14]([O:17][CH3:18])[N:15]=2)[N:10]=[CH:9][C:8]=1[N+]#N. (2) Given the product [CH2:19]([O:18][C:16](=[O:17])[CH:15]([O:7][C:1]1[CH:6]=[CH:5][CH:4]=[CH:3][CH:2]=1)[CH3:21])[CH3:20], predict the reactants needed to synthesize it. The reactants are: [C:1]1([OH:7])[CH:6]=[CH:5][CH:4]=[CH:3][CH:2]=1.C([O-])([O-])=O.[Cs+].[Cs+].Br[CH:15]([CH3:21])[C:16]([O:18][CH2:19][CH3:20])=[O:17]. (3) Given the product [CH2:11]([S:8]([C:5]1[CH:6]=[CH:7][C:2]([NH:16][CH2:17][CH:18]2[CH2:23][CH2:22][CH2:21][CH2:20][O:19]2)=[C:3]([N+:13]([O-:15])=[O:14])[CH:4]=1)(=[O:10])=[O:9])[CH3:12], predict the reactants needed to synthesize it. The reactants are: Cl[C:2]1[CH:7]=[CH:6][C:5]([S:8]([CH2:11][CH3:12])(=[O:10])=[O:9])=[CH:4][C:3]=1[N+:13]([O-:15])=[O:14].[NH2:16][CH2:17][CH:18]1[CH2:23][CH2:22][CH2:21][CH2:20][O:19]1.C(N(CC)C(C)C)(C)C.